This data is from NCI-60 drug combinations with 297,098 pairs across 59 cell lines. The task is: Regression. Given two drug SMILES strings and cell line genomic features, predict the synergy score measuring deviation from expected non-interaction effect. Drug 2: C1=NC2=C(N1)C(=S)N=CN2. Cell line: SF-539. Drug 1: C1CC(C1)(C(=O)O)C(=O)O.[NH2-].[NH2-].[Pt+2]. Synergy scores: CSS=32.3, Synergy_ZIP=-10.1, Synergy_Bliss=-7.20, Synergy_Loewe=-22.1, Synergy_HSA=-4.48.